From a dataset of Peptide-MHC class II binding affinity with 134,281 pairs from IEDB. Regression. Given a peptide amino acid sequence and an MHC pseudo amino acid sequence, predict their binding affinity value. This is MHC class II binding data. (1) The peptide sequence is VDSIGMLPRFTP. The MHC is DRB1_0405 with pseudo-sequence DRB1_0405. The binding affinity (normalized) is 0. (2) The peptide sequence is YKKLRTSSFALNLPT. The MHC is HLA-DQA10401-DQB10402 with pseudo-sequence HLA-DQA10401-DQB10402. The binding affinity (normalized) is 0.